Predict the product of the given reaction. From a dataset of Forward reaction prediction with 1.9M reactions from USPTO patents (1976-2016). Given the reactants [Cl:1][C:2]1[CH:7]=[CH:6][C:5](/[CH:8]=[CH:9]/[C:10]([NH2:12])=[O:11])=[CH:4][C:3]=1[F:13].[Cl:14][CH2:15][C:16]([CH2:18]Cl)=O, predict the reaction product. The product is: [Cl:1][C:2]1[CH:7]=[CH:6][C:5](/[CH:8]=[CH:9]/[C:10]2[O:11][CH:18]=[C:16]([CH2:15][Cl:14])[N:12]=2)=[CH:4][C:3]=1[F:13].